Dataset: Catalyst prediction with 721,799 reactions and 888 catalyst types from USPTO. Task: Predict which catalyst facilitates the given reaction. (1) Reactant: [F:1][C:2]1[CH:18]=[CH:17][CH:16]=[C:15]([F:19])[C:3]=1[C:4]([NH:6][C:7]1[C:8]([C:12](O)=O)=[N:9][NH:10][CH:11]=1)=[O:5].[Br:20][C:21]1[CH:26]=[C:25]([C:27]([F:30])([F:29])[F:28])[CH:24]=[C:23]([NH2:31])[C:22]=1[NH2:32].C(Cl)CCl.C1C=CC2N(O)N=NC=2C=1. Product: [Br:20][C:21]1[C:22]2[N:32]=[C:12]([C:8]3[C:7]([NH:6][C:4](=[O:5])[C:3]4[C:2]([F:1])=[CH:18][CH:17]=[CH:16][C:15]=4[F:19])=[CH:11][NH:10][N:9]=3)[NH:31][C:23]=2[CH:24]=[C:25]([C:27]([F:28])([F:29])[F:30])[CH:26]=1. The catalyst class is: 3. (2) Reactant: [NH:1]([C:3]1[N:12]=[CH:11][CH:10]=[C:9]2[C:4]=1[CH:5]=[C:6]([C:28]1[CH:33]=[CH:32][CH:31]=[CH:30][CH:29]=1)[C:7]([C:13]1[CH:27]=[CH:26][C:16]([CH2:17][NH:18][C:19](=[O:25])[O:20][C:21]([CH3:24])([CH3:23])[CH3:22])=[CH:15][CH:14]=1)=[N:8]2)[NH2:2].N1C=CC=CC=1.[Cl:40][CH2:41][C:42](OC(=O)CCl)=O. Product: [Cl:40][CH2:41][C:42]1[N:12]2[C:3]([C:4]3[CH:5]=[C:6]([C:28]4[CH:29]=[CH:30][CH:31]=[CH:32][CH:33]=4)[C:7]([C:13]4[CH:14]=[CH:15][C:16]([CH2:17][NH:18][C:19](=[O:25])[O:20][C:21]([CH3:24])([CH3:23])[CH3:22])=[CH:26][CH:27]=4)=[N:8][C:9]=3[CH:10]=[CH:11]2)=[N:1][N:2]=1. The catalyst class is: 64. (3) Reactant: Br[C:2]1[CH:3]=[N:4][CH:5]=[C:6]([N+:9]([O-:11])=[O:10])[C:7]=1[NH2:8].[F:12][C:13]1[CH:14]=[N:15][CH:16]=[C:17](B2OC(C)(C)C(C)(C)O2)[CH:18]=1.[O-]P([O-])([O-])=O.[K+].[K+].[K+].O. Product: [F:12][C:13]1[CH:18]=[C:17]([C:2]2[CH:3]=[N:4][CH:5]=[C:6]([N+:9]([O-:11])=[O:10])[C:7]=2[NH2:8])[CH:16]=[N:15][CH:14]=1. The catalyst class is: 455. (4) Reactant: [Si]([O:8][CH2:9][CH2:10][CH2:11][O:12][C:13]1[CH:14]=[C:15]([F:50])[CH:16]=[C:17]2[C:22]=1[N:21]=[C:20]([C:23]1[N:27]3[CH:28]=[C:29]([C@@H:32]([N:37]4[CH2:41][CH2:40][C@H:39]([NH:42]C(=O)OC(C)(C)C)[CH2:38]4)[C:33]([F:36])([F:35])[F:34])[CH:30]=[CH:31][C:26]3=[N:25][N:24]=1)[CH:19]=[CH:18]2)(C(C)(C)C)(C)C.[Cl:51]CCl. Product: [ClH:51].[ClH:51].[NH2:42][C@H:39]1[CH2:40][CH2:41][N:37]([C@H:32]([C:29]2[CH:30]=[CH:31][C:26]3[N:27]([C:23]([C:20]4[CH:19]=[CH:18][C:17]5[C:22](=[C:13]([O:12][CH2:11][CH2:10][CH2:9][OH:8])[CH:14]=[C:15]([F:50])[CH:16]=5)[N:21]=4)=[N:24][N:25]=3)[CH:28]=2)[C:33]([F:35])([F:34])[F:36])[CH2:38]1. The catalyst class is: 55. (5) Reactant: [Cl:1][C:2]1[CH:7]=[CH:6][C:5]([C:8]2[C:17](=[O:18])[C:16]3[C:11](=[C:12]([CH:32]=O)[C:13](OS(C4C(C)=CC(C)=CC=4C)(=O)=O)=[CH:14][CH:15]=3)[O:10][C:9]=2[CH:34]([CH3:36])[CH3:35])=[CH:4][CH:3]=1.[CH2:37]([NH2:40])[CH2:38][NH2:39].[BH4-].[Na+]. Product: [Cl:1][C:2]1[CH:3]=[CH:4][C:5]([C:8]2[C:17](=[O:18])[C:16]3[CH:15]=[CH:14][C:13]4[NH:40][CH2:37][CH2:38][NH:39][CH2:32][C:12]=4[C:11]=3[O:10][C:9]=2[CH:34]([CH3:35])[CH3:36])=[CH:6][CH:7]=1. The catalyst class is: 17.